From a dataset of Full USPTO retrosynthesis dataset with 1.9M reactions from patents (1976-2016). Predict the reactants needed to synthesize the given product. Given the product [CH:24]1[C:19]([OH:25])=[CH:20][C:21]2[O:18][C:11]3[C:4]4[CH:5]=[CH:6][C:7]([OH:9])=[CH:8][C:3]=4[O:15][C:13](=[O:14])[C:12]=3[C:22]=2[CH:23]=1, predict the reactants needed to synthesize it. The reactants are: CO[C:3]1[CH:8]=[C:7]([O:9]C)[CH:6]=[CH:5][C:4]=1[C:11](=[O:18])[CH2:12][C:13]([O:15]CC)=[O:14].[C:19]1([OH:25])[CH:24]=[CH:23][CH:22]=[CH:21][CH:20]=1.